Predict which catalyst facilitates the given reaction. From a dataset of Catalyst prediction with 721,799 reactions and 888 catalyst types from USPTO. (1) Reactant: [NH2:1][CH2:2][CH:3]([CH3:16])[C:4]([NH:6][CH2:7][C:8]1[CH:13]=[CH:12][C:11]([C:14]#[N:15])=[CH:10][CH:9]=1)=[O:5].[CH2:17]([N:19]1[C:31]2[CH:30]=[CH:29][C:28]([C:32](O)=[O:33])=[CH:27][C:26]=2[C:25]2[C:20]1=[CH:21][CH:22]=[CH:23][CH:24]=2)[CH3:18].CN(C(ON1N=NC2C=CC=NC1=2)=[N+](C)C)C.F[P-](F)(F)(F)(F)F.O. Product: [C:14]([C:11]1[CH:10]=[CH:9][C:8]([CH2:7][NH:6][C:4](=[O:5])[CH:3]([CH3:16])[CH2:2][NH:1][C:32]([C:28]2[CH:29]=[CH:30][C:31]3[N:19]([CH2:17][CH3:18])[C:20]4[C:25]([C:26]=3[CH:27]=2)=[CH:24][CH:23]=[CH:22][CH:21]=4)=[O:33])=[CH:13][CH:12]=1)#[N:15]. The catalyst class is: 3. (2) Reactant: Cl[C:2]1C=CC=C(C(OO)=O)[CH:3]=1.C(S[C:15]1[CH:20]=[CH:19][CH:18]=[CH:17][C:16]=1[C:21]1[CH:22]=[C:23]2[N:29]=[C:28]([C:30]([F:33])([F:32])[F:31])[N:27]([CH3:34])[C:24]2=[N:25][CH:26]=1)C.[S:35]([O-:39])([O-])(=[O:37])=S.[Na+].[Na+].C(=O)(O)[O-].[Na+]. Product: [CH2:2]([S:35]([C:15]1[CH:20]=[CH:19][CH:18]=[CH:17][C:16]=1[C:21]1[CH:22]=[C:23]2[N:29]=[C:28]([C:30]([F:33])([F:32])[F:31])[N:27]([CH3:34])[C:24]2=[N:25][CH:26]=1)(=[O:39])=[O:37])[CH3:3]. The catalyst class is: 22. (3) Reactant: [CH3:1][C:2]1[C:7]([NH:8][C:9]([C:11]2[S:15][C:14]([NH:16][C:17]3[CH:18]=[C:19]([N:24]4[CH2:29][CH2:28][N:27]([CH2:30][CH2:31][OH:32])[CH2:26][CH2:25]4)[N:20]=[C:21]([CH3:23])[N:22]=3)=[N:13][CH:12]=2)=[O:10])=[C:6]([Cl:33])[CH:5]=[CH:4][CH:3]=1.[C:34]([OH:42])(=[O:41])[C:35]1[CH:40]=[CH:39][CH:38]=[N:37][CH:36]=1. Product: [CH3:1][C:2]1[C:7]([NH:8][C:9]([C:11]2[S:15][C:14]([NH:16][C:17]3[CH:18]=[C:19]([N:24]4[CH2:29][CH2:28][N:27]([CH2:30][CH2:31][OH:32])[CH2:26][CH2:25]4)[N:20]=[C:21]([CH3:23])[N:22]=3)=[N:13][CH:12]=2)=[O:10])=[C:6]([Cl:33])[CH:5]=[CH:4][CH:3]=1.[C:34]([O-:42])(=[O:41])[C:35]1[CH:40]=[CH:39][CH:38]=[N:37][CH:36]=1. The catalyst class is: 5. (4) Reactant: C([Li])CCC.C(N(CC)C(C)C)(C)C.[CH3:15][S:16]([NH:19][C:20](=[O:26])[O:21][C:22]([CH3:25])([CH3:24])[CH3:23])(=[O:18])=[O:17].[O:27]([C:34]1[CH:41]=[CH:40][C:37](C=O)=[C:36]([B:42]2[O:46]C(C)(C)[C:44](C)(C)[O:43]2)[CH:35]=1)[C:28]1[CH:33]=[CH:32][CH:31]=[CH:30][CH:29]=1. Product: [OH:46][B:42]1[C:36]2[CH:35]=[C:34]([O:27][C:28]3[CH:29]=[CH:30][CH:31]=[CH:32][CH:33]=3)[CH:41]=[CH:40][C:37]=2[CH:44]([CH2:15][S:16]([NH:19][C:20](=[O:26])[O:21][C:22]([CH3:23])([CH3:25])[CH3:24])(=[O:18])=[O:17])[O:43]1. The catalyst class is: 1. (5) Reactant: [CH:1]([O:4][P:5]([CH2:11]Br)(=[O:10])[O:6][CH:7]([CH3:9])[CH3:8])([CH3:3])[CH3:2].[OH:13][CH2:14][C:15]([CH2:38][CH3:39])=[CH:16][CH2:17][C:18]1[C:26]([O:27][CH2:28][CH2:29][Si:30]([CH3:33])([CH3:32])[CH3:31])=[C:25]2[C:21]([CH2:22][O:23][C:24]2=[O:34])=[C:20]([CH3:35])[C:19]=1[O:36][CH3:37].CC(C)([O-])C.[Li+].[Cl-].[Li+]. Product: [CH:1]([O:4][P:5]([CH2:11][O:13][CH2:14][C:15]([CH2:38][CH3:39])=[CH:16][CH2:17][C:18]1[C:26]([O:27][CH2:28][CH2:29][Si:30]([CH3:32])([CH3:33])[CH3:31])=[C:25]2[C:21](=[C:20]([CH3:35])[C:19]=1[O:36][CH3:37])[CH2:22][O:23][C:24]2=[O:34])(=[O:10])[O:6][CH:7]([CH3:9])[CH3:8])([CH3:3])[CH3:2]. The catalyst class is: 3. (6) Reactant: [CH2:1]([C@H:8]1[CH2:12][O:11][C:10](=[O:13])[N:9]1[C:14](=[O:28])[C@H:15]([O:19][C:20]1[CH:25]=[CH:24][C:23]([F:26])=[C:22]([CH3:27])[CH:21]=1)[CH2:16][CH:17]=O)[C:2]1[CH:7]=[CH:6][CH:5]=[CH:4][CH:3]=1.[F:29][C:30]1[CH:35]=[CH:34][C:33]([CH2:36][CH2:37][CH2:38][NH:39][CH3:40])=[CH:32][C:31]=1[CH3:41].[BH-](OC(C)=O)(OC(C)=O)OC(C)=O.[Na+].CC(O)=O. Product: [CH2:1]([C@H:8]1[CH2:12][O:11][C:10](=[O:13])[N:9]1[C:14](=[O:28])[C@H:15]([O:19][C:20]1[CH:25]=[CH:24][C:23]([F:26])=[C:22]([CH3:27])[CH:21]=1)[CH2:16][CH2:17][N:39]([CH2:38][CH2:37][CH2:36][C:33]1[CH:34]=[CH:35][C:30]([F:29])=[C:31]([CH3:41])[CH:32]=1)[CH3:40])[C:2]1[CH:3]=[CH:4][CH:5]=[CH:6][CH:7]=1. The catalyst class is: 26. (7) Reactant: [C:1]([O:5][C:6](=[O:16])[NH:7][CH2:8][C:9]1[CH:14]=[CH:13][CH:12]=[CH:11][C:10]=1[NH2:15])([CH3:4])([CH3:3])[CH3:2].N1C=CC=CC=1.[CH3:23][S:24](Cl)(=[O:26])=[O:25]. Product: [C:1]([O:5][C:6](=[O:16])[NH:7][CH2:8][C:9]1[CH:14]=[CH:13][CH:12]=[CH:11][C:10]=1[NH:15][S:24]([CH3:23])(=[O:26])=[O:25])([CH3:4])([CH3:2])[CH3:3]. The catalyst class is: 26. (8) Reactant: [F:1][C:2]([F:14])([CH3:13])[CH2:3][CH:4]([CH2:8][C:9]([F:12])([F:11])[CH3:10])[C:5]([OH:7])=[O:6].[OH-].[Na+:16]. Product: [F:1][C:2]([F:14])([CH3:13])[CH2:3][CH:4]([CH2:8][C:9]([F:11])([F:12])[CH3:10])[C:5]([O-:7])=[O:6].[Na+:16]. The catalyst class is: 5. (9) Reactant: [F:1][C:2]([F:14])([F:13])[C:3]([NH:5][C:6]1[CH:11]=[CH:10][C:9]([I:12])=[CH:8][CH:7]=1)=[O:4].CI.[C:17]([O-])([O-])=O.[K+].[K+]. Product: [F:14][C:2]([F:1])([F:13])[C:3]([N:5]([C:6]1[CH:11]=[CH:10][C:9]([I:12])=[CH:8][CH:7]=1)[CH3:17])=[O:4]. The catalyst class is: 21.